Predict the reactants needed to synthesize the given product. From a dataset of Full USPTO retrosynthesis dataset with 1.9M reactions from patents (1976-2016). (1) Given the product [CH:29]1([N:27]([C:24]2[CH:25]=[CH:26][C:21]([C@H:9]3[CH2:10][NH:11][CH2:12][CH2:13][NH:8]3)=[CH:22][CH:23]=2)[CH3:28])[CH2:30][CH2:31][CH2:32][CH2:33][CH2:34]1, predict the reactants needed to synthesize it. The reactants are: C(OC([N:8]1[CH2:13][CH2:12][N:11](C(OC(C)(C)C)=O)[CH2:10][C@@H:9]1[C:21]1[CH:26]=[CH:25][C:24]([N:27]([CH:29]2[CH2:34][CH2:33][CH2:32][CH2:31][CH2:30]2)[CH3:28])=[CH:23][CH:22]=1)=O)(C)(C)C.Cl. (2) Given the product [C:10]([O:14][C:15]([N:17]1[CH2:22][CH2:21][CH:20]([NH:9][C:6]2[CH:5]=[CH:4][CH:3]=[CH:35][C:34]=2[O:36][CH3:38])[CH2:19][CH2:18]1)=[O:16])([CH3:13])([CH3:12])[CH3:11], predict the reactants needed to synthesize it. The reactants are: CO[C:3]1C=C[C:6]([NH2:9])=[CH:5][CH:4]=1.[C:10]([O:14][C:15]([N:17]1[CH2:22][CH2:21][C:20](=O)[CH2:19][CH2:18]1)=[O:16])([CH3:13])([CH3:12])[CH3:11].C(O[BH-](O[C:34](=[O:36])[CH3:35])OC(=O)C)(=O)C.[Na+].[CH3:38]O. (3) Given the product [C:11]([N:30]1[CH2:34][CH2:33][C:32](=[O:35])[CH2:31]1)([C:18]1[CH:19]=[CH:20][CH:21]=[CH:22][CH:23]=1)([C:24]1[CH:29]=[CH:28][CH:27]=[CH:26][CH:25]=1)[C:12]1[CH:17]=[CH:16][CH:15]=[CH:14][CH:13]=1, predict the reactants needed to synthesize it. The reactants are: C(Cl)(=O)C(Cl)=O.CS(C)=O.[C:11]([N:30]1[CH2:34][CH2:33][C@@H:32]([OH:35])[CH2:31]1)([C:24]1[CH:29]=[CH:28][CH:27]=[CH:26][CH:25]=1)([C:18]1[CH:23]=[CH:22][CH:21]=[CH:20][CH:19]=1)[C:12]1[CH:17]=[CH:16][CH:15]=[CH:14][CH:13]=1.C(N(CC)CC)C. (4) Given the product [F:37][C:2]([F:1])([F:36])[C:3]1[CH:4]=[C:5]([CH:29]=[C:30]([C:32]([F:33])([F:34])[F:35])[CH:31]=1)[C:6]([N:8]1[CH2:13][CH2:12][N:11]([CH2:40][C:41]#[C:42][C:43]2[CH:44]=[N:45][CH:46]=[CH:47][CH:48]=2)[CH2:10][CH:9]1[CH2:14][C:15]1[CH:20]=[CH:19][C:18]([CH3:21])=[C:17]([O:22][CH2:23][O:24][CH2:25][CH2:26][O:27][CH3:28])[CH:16]=1)=[O:7], predict the reactants needed to synthesize it. The reactants are: [F:1][C:2]([F:37])([F:36])[C:3]1[CH:4]=[C:5]([CH:29]=[C:30]([C:32]([F:35])([F:34])[F:33])[CH:31]=1)[C:6]([N:8]1[CH2:13][CH2:12][NH:11][CH2:10][CH:9]1[CH2:14][C:15]1[CH:20]=[CH:19][C:18]([CH3:21])=[C:17]([O:22][CH2:23][O:24][CH2:25][CH2:26][O:27][CH3:28])[CH:16]=1)=[O:7].Cl.Cl[CH2:40][C:41]#[C:42][C:43]1[CH:44]=[N:45][CH:46]=[CH:47][CH:48]=1.C(=O)([O-])[O-].[K+].[K+].[I-].[K+]. (5) Given the product [Br:1][C:2]1[CH:11]=[C:10]2[C:5]([CH2:6][CH2:7][CH2:8][C:9]2=[CH2:14])=[CH:4][CH:3]=1, predict the reactants needed to synthesize it. The reactants are: [Br:1][C:2]1[CH:11]=[C:10]2[C:5]([CH2:6][CH2:7][CH2:8][C:9]2=O)=[CH:4][CH:3]=1.O1CCC[CH2:14]1. (6) Given the product [F:22][C:23]([F:34])([F:33])[C:24]([NH:12][C:11]1[CH:10]=[CH:9][C:8]([CH2:7][C:4]2[CH:5]=[CH:6][N:1]=[CH:2][CH:3]=2)=[CH:14][CH:13]=1)=[O:25], predict the reactants needed to synthesize it. The reactants are: [N:1]1[CH:6]=[CH:5][C:4]([CH2:7][C:8]2[CH:14]=[CH:13][C:11]([NH2:12])=[CH:10][CH:9]=2)=[CH:3][CH:2]=1.C(N(CC)CC)C.[F:22][C:23]([F:34])([F:33])[C:24](O[C:24](=[O:25])[C:23]([F:34])([F:33])[F:22])=[O:25].